Dataset: Forward reaction prediction with 1.9M reactions from USPTO patents (1976-2016). Task: Predict the product of the given reaction. (1) Given the reactants [CH3:1][C:2]1[C:11]2[C:6](=[CH:7][CH:8]=[CH:9][CH:10]=2)[N:5]=[C:4]([CH2:12][N:13]2[C:22](=[O:23])[C:21]3[N:20]([CH2:24][C:25]#[C:26][CH3:27])[C:19](Br)=[N:18][C:17]=3[N:16]([CH3:29])[C:14]2=[O:15])[N:3]=1.C([C@H]([C@@H](C(O)=O)O)O)(O)=O.[C:40]1(=[O:56])[N:44]([CH:45]2[CH2:50][CH2:49][CH2:48][NH:47][CH2:46]2)[C:43](=[O:51])[C:42]2=[CH:52][CH:53]=[CH:54][CH:55]=[C:41]12.C(N(C(C)C)CC)(C)C, predict the reaction product. The product is: [CH3:1][C:2]1[C:11]2[C:6](=[CH:7][CH:8]=[CH:9][CH:10]=2)[N:5]=[C:4]([CH2:12][N:13]2[C:22](=[O:23])[C:21]3[N:20]([CH2:24][C:25]#[C:26][CH3:27])[C:19]([N:47]4[CH2:48][CH2:49][CH2:50][C@@H:45]([N:44]5[C:43](=[O:51])[C:42]6=[CH:52][CH:53]=[CH:54][CH:55]=[C:41]6[C:40]5=[O:56])[CH2:46]4)=[N:18][C:17]=3[N:16]([CH3:29])[C:14]2=[O:15])[N:3]=1. (2) Given the reactants [CH2:1]([O:8][C:9]1[CH:10]=[CH:11][C:12]([Cl:19])=[C:13]([CH2:15][C:16]([OH:18])=[O:17])[CH:14]=1)[C:2]1[CH:7]=[CH:6][CH:5]=[CH:4][CH:3]=1.S(=O)(=O)(O)O.[CH3:25][CH2:26]O, predict the reaction product. The product is: [CH2:25]([O:17][C:16](=[O:18])[CH2:15][C:13]1[CH:14]=[C:9]([O:8][CH2:1][C:2]2[CH:3]=[CH:4][CH:5]=[CH:6][CH:7]=2)[CH:10]=[CH:11][C:12]=1[Cl:19])[CH3:26]. (3) Given the reactants [CH3:1][N:2]1[CH:6]=[C:5]([C:7]2[CH:8]=[CH:9][C:10]3[N:11]([C:13]([SH:16])=[N:14][N:15]=3)[N:12]=2)[CH:4]=[N:3]1.I[C:18]1[CH:26]=[CH:25][C:24]2[C:20](=[CH:21][N:22]([CH3:27])[N:23]=2)[CH:19]=1.N1C=CC=CC=1C(O)=O.C(=O)([O-])[O-].[Cs+].[Cs+], predict the reaction product. The product is: [CH3:1][N:2]1[CH:6]=[C:5]([C:7]2[CH:8]=[CH:9][C:10]3[N:11]([C:13]([S:16][C:18]4[CH:26]=[CH:25][C:24]5[C:20](=[CH:21][N:22]([CH3:27])[N:23]=5)[CH:19]=4)=[N:14][N:15]=3)[N:12]=2)[CH:4]=[N:3]1. (4) Given the reactants C[O:2][C:3]([C@@H:5]1[CH2:9][C@@H:8]([S:10]([C:13]2[CH:18]=[CH:17][CH:16]=[CH:15][CH:14]=2)(=[O:12])=[O:11])[CH2:7][N:6]1[C:19]1[N:20]([C:25]2[CH:30]=[CH:29][N:28]=[C:27]([Cl:31])[CH:26]=2)[N:21]=[C:22]([CH3:24])[CH:23]=1)=[O:4].[OH-].[Li+], predict the reaction product. The product is: [C:13]1([S:10]([C@H:8]2[CH2:7][N:6]([C:19]3[N:20]([C:25]4[CH:30]=[CH:29][N:28]=[C:27]([Cl:31])[CH:26]=4)[N:21]=[C:22]([CH3:24])[CH:23]=3)[C@H:5]([C:3]([OH:4])=[O:2])[CH2:9]2)(=[O:11])=[O:12])[CH:14]=[CH:15][CH:16]=[CH:17][CH:18]=1. (5) Given the reactants [S:1]=[C:2]1[C:11]2[C:6](=[CH:7][CH:8]=[CH:9][CH:10]=2)[CH2:5][C:4](=[O:12])[NH:3]1.[C:13]1([C:19](S)([CH3:21])[CH3:20])[CH:18]=[CH:17][CH:16]=[CH:15][CH:14]=1.C(O)(C(F)(F)F)=O, predict the reaction product. The product is: [C:13]1([C:19]([S:1][C:2]2[C:11]3[C:6](=[CH:7][CH:8]=[CH:9][CH:10]=3)[CH:5]=[C:4]([OH:12])[N:3]=2)([CH3:21])[CH3:20])[CH:18]=[CH:17][CH:16]=[CH:15][CH:14]=1.